Dataset: Peptide-MHC class I binding affinity with 185,985 pairs from IEDB/IMGT. Task: Regression. Given a peptide amino acid sequence and an MHC pseudo amino acid sequence, predict their binding affinity value. This is MHC class I binding data. (1) The MHC is HLA-B15:01 with pseudo-sequence HLA-B15:01. The peptide sequence is MFAAGLILY. The binding affinity (normalized) is 0.0847. (2) The peptide sequence is AALDGTFQRK. The MHC is HLA-A68:01 with pseudo-sequence HLA-A68:01. The binding affinity (normalized) is 0.166. (3) The peptide sequence is IVSDSKKIM. The MHC is HLA-A68:02 with pseudo-sequence HLA-A68:02. The binding affinity (normalized) is 0.00870. (4) The peptide sequence is LSSKNNEHY. The MHC is HLA-B58:01 with pseudo-sequence HLA-B58:01. The binding affinity (normalized) is 0.669. (5) The peptide sequence is ATQPVHWFL. The MHC is HLA-B07:02 with pseudo-sequence HLA-B07:02. The binding affinity (normalized) is 0.186. (6) The peptide sequence is YTGAMTSKF. The MHC is HLA-B15:42 with pseudo-sequence HLA-B15:42. The binding affinity (normalized) is 0.213. (7) The peptide sequence is RGNVYVKF. The MHC is Mamu-B52 with pseudo-sequence Mamu-B52. The binding affinity (normalized) is 0.787. (8) The peptide sequence is KVALYRRIQR. The MHC is HLA-A68:02 with pseudo-sequence HLA-A68:02. The binding affinity (normalized) is 0.